Dataset: Reaction yield outcomes from USPTO patents with 853,638 reactions. Task: Predict the reaction yield, written as a fraction of the theoretical maximum amount of product (1.0 means a 100% yield; for example, 0.34 means a 34% yield). (1) The reactants are [C:1]([O:5][C:6]([N:8]1[CH2:17][CH2:16][C:15]2[C:10](=[CH:11][CH:12]=[C:13]([NH2:18])[CH:14]=2)[CH2:9]1)=[O:7])([CH3:4])([CH3:3])[CH3:2].[CH:19](=O)[C:20]1[CH:25]=[CH:24][CH:23]=[CH:22][CH:21]=1.C(O)(=O)C.C(O[BH-](OC(=O)C)OC(=O)C)(=O)C.[Na+]. The catalyst is ClCCl. The product is [C:1]([O:5][C:6]([N:8]1[CH2:17][CH2:16][C:15]2[C:10](=[CH:11][CH:12]=[C:13]([NH:18][CH2:19][C:20]3[CH:25]=[CH:24][CH:23]=[CH:22][CH:21]=3)[CH:14]=2)[CH2:9]1)=[O:7])([CH3:4])([CH3:2])[CH3:3]. The yield is 0.670. (2) The reactants are [CH3:1][N+:2]1[C:6]([S-:7])=[N:5][N:4]([CH:8]([CH3:11])[CH2:9][CH3:10])[N:3]=1.S(=O)(=O)(O)O.[OH-].[Na+].C(=O)(O)[O-].[Na+].[F:24][B-:25]([F:28])([F:27])[F:26].[Na+]. The catalyst is O. The product is [F:24][B-:25]([F:28])([F:27])[F:26].[CH3:1][N+:2]1[C:6]([S:7][CH:8]([CH3:11])[CH2:9][CH3:10])=[N:5][N:4]([CH:8]([CH3:11])[CH2:9][CH3:10])[N:3]=1. The yield is 0.750.